Dataset: NCI-60 drug combinations with 297,098 pairs across 59 cell lines. Task: Regression. Given two drug SMILES strings and cell line genomic features, predict the synergy score measuring deviation from expected non-interaction effect. (1) Drug 1: CN(C)N=NC1=C(NC=N1)C(=O)N. Drug 2: CN(CCCl)CCCl.Cl. Cell line: MALME-3M. Synergy scores: CSS=-1.49, Synergy_ZIP=-2.71, Synergy_Bliss=-3.29, Synergy_Loewe=-16.9, Synergy_HSA=-6.12. (2) Drug 1: CC1=C(N=C(N=C1N)C(CC(=O)N)NCC(C(=O)N)N)C(=O)NC(C(C2=CN=CN2)OC3C(C(C(C(O3)CO)O)O)OC4C(C(C(C(O4)CO)O)OC(=O)N)O)C(=O)NC(C)C(C(C)C(=O)NC(C(C)O)C(=O)NCCC5=NC(=CS5)C6=NC(=CS6)C(=O)NCCC[S+](C)C)O. Drug 2: C1=NNC2=C1C(=O)NC=N2. Cell line: OVCAR3. Synergy scores: CSS=20.2, Synergy_ZIP=-7.63, Synergy_Bliss=-7.20, Synergy_Loewe=-12.2, Synergy_HSA=-4.00. (3) Drug 1: CC1OCC2C(O1)C(C(C(O2)OC3C4COC(=O)C4C(C5=CC6=C(C=C35)OCO6)C7=CC(=C(C(=C7)OC)O)OC)O)O. Drug 2: CCC1(CC2CC(C3=C(CCN(C2)C1)C4=CC=CC=C4N3)(C5=C(C=C6C(=C5)C78CCN9C7C(C=CC9)(C(C(C8N6C=O)(C(=O)OC)O)OC(=O)C)CC)OC)C(=O)OC)O.OS(=O)(=O)O. Cell line: HT29. Synergy scores: CSS=55.8, Synergy_ZIP=-2.59, Synergy_Bliss=1.21, Synergy_Loewe=-25.8, Synergy_HSA=2.02.